From a dataset of Full USPTO retrosynthesis dataset with 1.9M reactions from patents (1976-2016). Predict the reactants needed to synthesize the given product. (1) The reactants are: [CH2:1]([O:3][C:4]1[CH:9]=[CH:8][C:7]([O:10][CH2:11][CH3:12])=[CH:6][C:5]=1[C:13]1([CH3:20])[NH:17][C:16](=[O:18])[NH:15][C:14]1=[O:19])[CH3:2].Br[CH2:22][C:23]([C:25]1[CH:30]=[CH:29][CH:28]=[CH:27][CH:26]=1)=[O:24]. Given the product [CH2:1]([O:3][C:4]1[CH:9]=[CH:8][C:7]([O:10][CH2:11][CH3:12])=[CH:6][C:5]=1[C:13]1([CH3:20])[NH:17][C:16](=[O:18])[N:15]([CH2:22][C:23](=[O:24])[C:25]2[CH:30]=[CH:29][CH:28]=[CH:27][CH:26]=2)[C:14]1=[O:19])[CH3:2], predict the reactants needed to synthesize it. (2) Given the product [CH3:18][C:19]1[CH:24]=[C:23]([C:2]2[S:6][C:5]([C:7]3([S:11]([NH:14][C:15](=[O:17])[CH3:16])(=[O:13])=[O:12])[CH2:10][CH2:9][CH2:8]3)=[N:4][CH:3]=2)[CH:22]=[C:21]([NH:34][C:35]2[N:40]=[C:39]([C:41]([F:44])([F:42])[F:43])[CH:38]=[CH:37][N:36]=2)[CH:20]=1, predict the reactants needed to synthesize it. The reactants are: Br[C:2]1[S:6][C:5]([C:7]2([S:11]([NH:14][C:15](=[O:17])[CH3:16])(=[O:13])=[O:12])[CH2:10][CH2:9][CH2:8]2)=[N:4][CH:3]=1.[CH3:18][C:19]1[CH:20]=[C:21]([NH:34][C:35]2[N:40]=[C:39]([C:41]([F:44])([F:43])[F:42])[CH:38]=[CH:37][N:36]=2)[CH:22]=[C:23](B2OC(C)(C)C(C)(C)O2)[CH:24]=1.C(Cl)Cl.C([O-])([O-])=O.[Na+].[Na+]. (3) Given the product [NH2:1][C:2]1[CH:7]=[CH:6][C:5]([N:8]2[C:12](=[O:13])[C:11]([CH3:15])([CH3:14])[N:10]([CH2:16][CH2:17][CH2:18][CH2:19][CH2:20][CH2:21][CH2:22][CH2:23][CH2:24][S:25][CH2:26][CH2:27][CH2:28][C:29]([F:35])([F:34])[C:30]([F:33])([F:31])[F:32])[C:9]2=[O:36])=[CH:4][C:3]=1[CH3:37], predict the reactants needed to synthesize it. The reactants are: [NH2:1][C:2]1[CH:7]=[CH:6][C:5]([N:8]2[C:12](=[O:13])[C:11]([CH3:15])([CH3:14])[N:10]([CH2:16][CH2:17][CH2:18][CH2:19][CH2:20][CH2:21][CH2:22][CH2:23][CH2:24][S:25][CH2:26][CH2:27][CH2:28][C:29]([F:35])([F:34])[C:30]([F:33])([F:32])[F:31])[C:9]2=[O:36])=[CH:4][C:3]=1[C:37](F)(F)F.CC1(C)N(CCCCCCCCCSCCCC(F)(F)C(F)(F)F)C(=O)N(C2C=CC([N+]([O-])=O)=C(C)C=2)C1=O. (4) Given the product [OH:12][C:9]1([CH2:20][N+:17]([O-:19])=[O:18])[CH2:8][CH2:7][N:6]([C:1]([O:3][CH2:4][CH3:5])=[O:2])[CH2:11][CH2:10]1, predict the reactants needed to synthesize it. The reactants are: [C:1]([N:6]1[CH2:11][CH2:10][C:9](=[O:12])[CH2:8][CH2:7]1)([O:3][CH2:4][CH3:5])=[O:2].[O-]CC.[Na+].[N+:17]([CH3:20])([O-:19])=[O:18].